This data is from NCI-60 drug combinations with 297,098 pairs across 59 cell lines. The task is: Regression. Given two drug SMILES strings and cell line genomic features, predict the synergy score measuring deviation from expected non-interaction effect. (1) Drug 1: COC1=C(C=C2C(=C1)N=CN=C2NC3=CC(=C(C=C3)F)Cl)OCCCN4CCOCC4. Drug 2: CC1C(C(CC(O1)OC2CC(CC3=C2C(=C4C(=C3O)C(=O)C5=C(C4=O)C(=CC=C5)OC)O)(C(=O)CO)O)N)O.Cl. Cell line: LOX IMVI. Synergy scores: CSS=52.0, Synergy_ZIP=2.87, Synergy_Bliss=4.08, Synergy_Loewe=-15.2, Synergy_HSA=4.67. (2) Drug 1: C1=NC2=C(N1)C(=S)N=C(N2)N. Drug 2: CN(CCCl)CCCl.Cl. Cell line: OVCAR-5. Synergy scores: CSS=32.2, Synergy_ZIP=-2.40, Synergy_Bliss=-3.61, Synergy_Loewe=-11.7, Synergy_HSA=-3.58. (3) Drug 1: CC(CN1CC(=O)NC(=O)C1)N2CC(=O)NC(=O)C2. Drug 2: CCCCC(=O)OCC(=O)C1(CC(C2=C(C1)C(=C3C(=C2O)C(=O)C4=C(C3=O)C=CC=C4OC)O)OC5CC(C(C(O5)C)O)NC(=O)C(F)(F)F)O. Cell line: SNB-75. Synergy scores: CSS=-0.895, Synergy_ZIP=-1.13, Synergy_Bliss=-2.60, Synergy_Loewe=-1.79, Synergy_HSA=-2.29. (4) Drug 1: C1CN1P(=S)(N2CC2)N3CC3. Drug 2: CCN(CC)CCCC(C)NC1=C2C=C(C=CC2=NC3=C1C=CC(=C3)Cl)OC. Cell line: HCT116. Synergy scores: CSS=55.0, Synergy_ZIP=-8.08, Synergy_Bliss=-5.63, Synergy_Loewe=-3.15, Synergy_HSA=-2.15. (5) Drug 2: C1=NC2=C(N=C(N=C2N1C3C(C(C(O3)CO)O)O)F)N. Synergy scores: CSS=10.6, Synergy_ZIP=-3.01, Synergy_Bliss=-5.97, Synergy_Loewe=-8.96, Synergy_HSA=-4.35. Drug 1: CC1OCC2C(O1)C(C(C(O2)OC3C4COC(=O)C4C(C5=CC6=C(C=C35)OCO6)C7=CC(=C(C(=C7)OC)O)OC)O)O. Cell line: KM12. (6) Cell line: 786-0. Synergy scores: CSS=6.60, Synergy_ZIP=-1.86, Synergy_Bliss=1.12, Synergy_Loewe=-1.44, Synergy_HSA=0.0910. Drug 2: C1=NNC2=C1C(=O)NC=N2. Drug 1: C1=CC=C(C=C1)NC(=O)CCCCCCC(=O)NO.